This data is from Catalyst prediction with 721,799 reactions and 888 catalyst types from USPTO. The task is: Predict which catalyst facilitates the given reaction. Reactant: [C:1]1([C:17]2[CH:22]=[CH:21][C:20]([C:23]3(O)[C:36]4[CH:35]=[CH:34][CH:33]=[CH:32][C:31]=4[C:30]([C:38]4[CH:43]=[CH:42][C:41]([C:44]5[C:57]6[C:58]7=[C:59]8[C:54](=[CH:55][CH:56]=6)[CH:53]=[CH:52][CH:51]=[C:50]8[CH:49]=[CH:48][C:47]7=[CH:46][CH:45]=5)=[CH:40][CH:39]=4)(O)[C:29]4[C:24]3=[CH:25][CH:26]=[CH:27][CH:28]=4)=[CH:19][CH:18]=2)[C:14]2[C:15]3=[C:16]4[C:11](=[CH:12][CH:13]=2)[CH:10]=[CH:9][CH:8]=[C:7]4[CH:6]=[CH:5][C:4]3=[CH:3][CH:2]=1.I.[PH2](O)=O. Product: [C:44]1([C:41]2[CH:42]=[CH:43][C:38]([C:30]3[C:29]4[C:24]([C:23]([C:20]5[CH:19]=[CH:18][C:17]([C:1]6[C:14]7[C:15]8=[C:16]9[C:11](=[CH:12][CH:13]=7)[CH:10]=[CH:9][CH:8]=[C:7]9[CH:6]=[CH:5][C:4]8=[CH:3][CH:2]=6)=[CH:22][CH:21]=5)=[C:36]5[C:31]=3[CH:32]=[CH:33][CH:34]=[CH:35]5)=[CH:25][CH:26]=[CH:27][CH:28]=4)=[CH:39][CH:40]=2)[C:57]2[C:58]3=[C:59]4[C:54](=[CH:55][CH:56]=2)[CH:53]=[CH:52][CH:51]=[C:50]4[CH:49]=[CH:48][C:47]3=[CH:46][CH:45]=1. The catalyst class is: 15.